Dataset: Catalyst prediction with 721,799 reactions and 888 catalyst types from USPTO. Task: Predict which catalyst facilitates the given reaction. (1) Reactant: C([N:8]1[CH2:13][CH2:12][C:11]([CH2:15][O:16][C:17]2[C:22]([CH:23]3[CH2:25][CH2:24]3)=[CH:21][N:20]3[CH:26]=[N:27][N:28]=[C:19]3[CH:18]=2)([CH3:14])[CH2:10][CH2:9]1)C1C=CC=CC=1.C([O-])=O.[NH4+]. Product: [CH:23]1([C:22]2[C:17]([O:16][CH2:15][C:11]3([CH3:14])[CH2:12][CH2:13][NH:8][CH2:9][CH2:10]3)=[CH:18][C:19]3[N:20]([CH:26]=[N:27][N:28]=3)[CH:21]=2)[CH2:25][CH2:24]1. The catalyst class is: 19. (2) Reactant: [H-].[Na+].[C:3]1([OH:9])[CH:8]=[CH:7][CH:6]=[CH:5][CH:4]=1.[P:10](Cl)(Cl)([O:12][C:13]1[CH:18]=[CH:17][CH:16]=[CH:15][C:14]=1[Cl:19])=[O:11]. Product: [P:10]([O:9][C:3]1[CH:8]=[CH:7][CH:6]=[CH:5][CH:4]=1)([O:9][C:3]1[CH:8]=[CH:7][CH:6]=[CH:5][CH:4]=1)([O:12][C:13]1[CH:18]=[CH:17][CH:16]=[CH:15][C:14]=1[Cl:19])=[O:11]. The catalyst class is: 1. (3) Reactant: O.[OH-].[Li+].[F:4][C:5]1[CH:10]=[CH:9][C:8](/[C:11](=[N:22]/[O:23][CH2:24][C:25]2[CH:30]=[CH:29][C:28]([O:31][CH2:32][C:33]3[N:34]=[C:35]([C:39]4[CH:44]=[CH:43][CH:42]=[CH:41][CH:40]=4)[O:36][C:37]=3[CH3:38])=[CH:27][CH:26]=2)/[CH2:12][CH2:13][CH2:14][CH2:15][CH2:16][CH2:17][C:18]([O:20]C)=[O:19])=[CH:7][CH:6]=1.O.Cl. Product: [F:4][C:5]1[CH:6]=[CH:7][C:8](/[C:11](=[N:22]/[O:23][CH2:24][C:25]2[CH:30]=[CH:29][C:28]([O:31][CH2:32][C:33]3[N:34]=[C:35]([C:39]4[CH:40]=[CH:41][CH:42]=[CH:43][CH:44]=4)[O:36][C:37]=3[CH3:38])=[CH:27][CH:26]=2)/[CH2:12][CH2:13][CH2:14][CH2:15][CH2:16][CH2:17][C:18]([OH:20])=[O:19])=[CH:9][CH:10]=1. The catalyst class is: 83. (4) Reactant: Cl.[CH3:2][CH:3]([O:6][C:7](=[O:24])[C@H:8]([CH2:10][CH2:11][CH2:12][NH:13][C:14]([O:16][CH2:17][C:18]1[CH:23]=[CH:22][CH:21]=[CH:20][CH:19]=1)=[O:15])[NH2:9])[CH2:4][CH3:5].C([O-])(O)=O.[Na+].[C:30]1([CH3:40])[CH:35]=[CH:34][C:33]([S:36](Cl)(=[O:38])=[O:37])=[CH:32][CH:31]=1. Product: [CH3:2][CH:3]([O:6][C:7](=[O:24])[C@H:8]([CH2:10][CH2:11][CH2:12][NH:13][C:14]([O:16][CH2:17][C:18]1[CH:19]=[CH:20][CH:21]=[CH:22][CH:23]=1)=[O:15])[NH:9][S:36]([C:33]1[CH:34]=[CH:35][C:30]([CH3:40])=[CH:31][CH:32]=1)(=[O:38])=[O:37])[CH2:4][CH3:5]. The catalyst class is: 692. (5) Reactant: Cl[C:2]1[CH:3]=[CH:4][C:5]([N+:9]([O-:11])=[O:10])=[C:6]([CH:8]=1)[NH2:7].[CH3:12][NH:13][CH3:14]. Product: [CH3:12][N:13]([CH3:14])[C:2]1[CH:3]=[CH:4][C:5]([N+:9]([O-:11])=[O:10])=[C:6]([CH:8]=1)[NH2:7]. The catalyst class is: 8. (6) Reactant: [Cl:1][C:2]1[C:7](Cl)=[N:6][CH:5]=[CH:4][N:3]=1.[NH2:9][NH2:10]. Product: [Cl:1][C:2]1[C:7]([NH:9][NH2:10])=[N:6][CH:5]=[CH:4][N:3]=1. The catalyst class is: 8. (7) Reactant: O[Li].O.[CH3:4][C:5]1[C:6]([CH2:18][CH2:19][C:20]2[CH:25]=[CH:24][CH:23]=[CH:22][C:21]=2[CH2:26][C:27]([O:29]C)=[O:28])=[N:7][C:8]([NH:11][C:12]2[CH:13]=[N:14][N:15]([CH3:17])[CH:16]=2)=[N:9][CH:10]=1. The catalyst class is: 90. Product: [CH3:4][C:5]1[C:6]([CH2:18][CH2:19][C:20]2[CH:25]=[CH:24][CH:23]=[CH:22][C:21]=2[CH2:26][C:27]([OH:29])=[O:28])=[N:7][C:8]([NH:11][C:12]2[CH:13]=[N:14][N:15]([CH3:17])[CH:16]=2)=[N:9][CH:10]=1. (8) Reactant: [NH2:1][C@@H:2]([CH2:33][C:34]1[CH:39]=[CH:38][CH:37]=[CH:36][CH:35]=1)[C@@H:3]([OH:32])[CH2:4][C@H:5]([NH:19][C:20]([C@@H:22]([NH:27][C:28](=[O:31])[O:29][CH3:30])[C:23]([CH3:26])([CH3:25])[CH3:24])=[O:21])[CH2:6][C:7]1[CH:12]=[CH:11][C:10]([C:13]2[CH:18]=[CH:17][CH:16]=[CH:15][N:14]=2)=[CH:9][CH:8]=1.[CH3:40][O:41][C:42]([NH:44][C@@H:45]([C:49]([CH3:52])([CH3:51])[CH3:50])[C:46](O)=[O:47])=[O:43].CCOP(ON1N=NC2C=CC=CC=2C1=O)(OCC)=O.C(N(CC)C(C)C)(C)C. Product: [CH2:33]([C@H:2]([NH:1][C:46](=[O:47])[C@H:45]([C:49]([CH3:51])([CH3:50])[CH3:52])[NH:44][C:42](=[O:43])[O:41][CH3:40])[C@@H:3]([OH:32])[CH2:4][C@@H:5]([CH2:6][C:7]1[CH:12]=[CH:11][C:10]([C:13]2[CH:18]=[CH:17][CH:16]=[CH:15][N:14]=2)=[CH:9][CH:8]=1)[NH:19][C:20](=[O:21])[C@@H:22]([NH:27][C:28](=[O:31])[O:29][CH3:30])[C:23]([CH3:26])([CH3:25])[CH3:24])[C:34]1[CH:35]=[CH:36][CH:37]=[CH:38][CH:39]=1. The catalyst class is: 1. (9) Reactant: [F:1][C:2]([F:17])([F:16])[C:3]1[CH:4]=[C:5]([CH2:13][C:14]#[N:15])[CH:6]=[C:7]([C:9]([F:12])([F:11])[F:10])[CH:8]=1.C(OC(=O)[N:24]([CH2:28][CH2:29]Cl)[CH2:25][CH2:26]Cl)(C)(C)C.[H-].[Na+].C(OCC)C. Product: [F:1][C:2]([F:16])([F:17])[C:3]1[CH:4]=[C:5]([C:13]2([C:14]#[N:15])[CH2:29][CH2:28][NH:24][CH2:25][CH2:26]2)[CH:6]=[C:7]([C:9]([F:10])([F:11])[F:12])[CH:8]=1. The catalyst class is: 35.